Dataset: Full USPTO retrosynthesis dataset with 1.9M reactions from patents (1976-2016). Task: Predict the reactants needed to synthesize the given product. (1) Given the product [NH2:10][CH:11]1[C:20]2[C:15](=[CH:16][CH:17]=[C:18]([C:21]([F:24])([F:22])[F:23])[CH:19]=2)[N:14]([C:25](=[O:30])[C:26]([F:27])([F:28])[F:29])[CH:13]([CH2:31][CH2:32][O:33][CH2:34][C:35]2[CH:36]=[CH:37][CH:38]=[CH:39][CH:40]=2)[CH2:12]1, predict the reactants needed to synthesize it. The reactants are: C(OC(=O)[NH:10][CH:11]1[C:20]2[C:15](=[CH:16][CH:17]=[C:18]([C:21]([F:24])([F:23])[F:22])[CH:19]=2)[N:14]([C:25](=[O:30])[C:26]([F:29])([F:28])[F:27])[CH:13]([CH2:31][CH2:32][O:33][CH2:34][C:35]2[CH:40]=[CH:39][CH:38]=[CH:37][CH:36]=2)[CH2:12]1)C1C=CC=CC=1.[H][H]. (2) Given the product [CH3:30][C:26]([NH:25][C:2]1[CH:7]=[CH:6][CH:5]=[C:4]([CH:8]2[CH2:17][C:16]([CH3:19])([CH3:18])[C:15]3[C:10](=[CH:11][CH:12]=[C:13]([C:20]([F:23])([F:22])[F:21])[CH:14]=3)[N:9]2[CH3:24])[CH:3]=1)([CH3:31])[C:27]([OH:29])=[O:28], predict the reactants needed to synthesize it. The reactants are: Br[C:2]1[CH:3]=[C:4]([CH:8]2[CH2:17][C:16]([CH3:19])([CH3:18])[C:15]3[C:10](=[CH:11][CH:12]=[C:13]([C:20]([F:23])([F:22])[F:21])[CH:14]=3)[N:9]2[CH3:24])[CH:5]=[CH:6][CH:7]=1.[NH2:25][C:26]([CH3:31])([CH3:30])[C:27]([OH:29])=[O:28].C(=O)([O-])[O-].[K+].[K+]. (3) Given the product [Br:1][C:2]1[CH:7]=[CH:6][C:5]([C:8]([NH:10][C:11]2[N:15]([CH3:16])[N:14]=[CH:13][C:12]=2[C:17]([NH:19][CH2:20][C@@H:21]2[CH2:25][CH2:24][N:23]([C:26]([CH:41]3[CH2:43][CH2:42]3)=[O:28])[CH2:22]2)=[O:18])=[O:9])=[C:4]([F:33])[CH:3]=1, predict the reactants needed to synthesize it. The reactants are: [Br:1][C:2]1[CH:7]=[CH:6][C:5]([C:8]([NH:10][C:11]2[N:15]([CH3:16])[N:14]=[CH:13][C:12]=2[C:17]([NH:19][CH2:20][C@@H:21]2[CH2:25][CH2:24][N:23]([C:26]([O:28]C(C)(C)C)=O)[CH2:22]2)=[O:18])=[O:9])=[C:4]([F:33])[CH:3]=1.Cl.CCN([CH:41]([CH3:43])[CH3:42])C(C)C.C1(C(Cl)=O)CC1. (4) The reactants are: C([O:3][C:4]([C:6]1[CH:7]=[C:8]([NH:12][C:13]([C:15]2[C:24]3[O:23][CH2:22][CH2:21][O:20][C:19]=3[C:18]([O:25][CH3:26])=[CH:17][CH:16]=2)=[O:14])[CH:9]=[CH:10][CH:11]=1)=[O:5])C.[OH-].[Na+].O.O.Cl. Given the product [C:4]([C:6]1[CH:7]=[C:8]([NH:12][C:13]([C:15]2[C:24]3[O:23][CH2:22][CH2:21][O:20][C:19]=3[C:18]([O:25][CH3:26])=[CH:17][CH:16]=2)=[O:14])[CH:9]=[CH:10][CH:11]=1)([OH:5])=[O:3], predict the reactants needed to synthesize it. (5) Given the product [CH:1]([C:3]1[CH:8]=[CH:7][C:6]([S:9]([NH:18][CH2:19][C:20]([OH:22])([CH3:23])[CH3:21])(=[O:11])=[O:10])=[CH:5][CH:4]=1)=[O:2], predict the reactants needed to synthesize it. The reactants are: [CH:1]([C:3]1[CH:8]=[CH:7][C:6]([S:9](Cl)(=[O:11])=[O:10])=[CH:5][CH:4]=1)=[O:2].C([O-])(O)=O.[Na+].[NH2:18][CH2:19][C:20]([CH3:23])([OH:22])[CH3:21]. (6) The reactants are: [O:1]1[CH2:6][CH2:5][N:4]([C:7]2[CH:8]=[C:9]([F:33])[C:10]3[N:11](C(OC(C)(C)C)=O)[C:12]4[C:17]([S:18][C:19]=3[CH:20]=2)=[CH:16][C:15]([N:21]2[CH2:25][CH2:24][CH2:23][CH2:22]2)=[CH:14][CH:13]=4)[CH2:3][CH2:2]1.[Cl:34]CCl. Given the product [Cl-:34].[O:1]1[CH2:2][CH2:3][N:4]([C:7]2[CH:8]=[C:9]([F:33])[C:10]3[C:19]([CH:20]=2)=[S+:18][C:17]2[C:12](=[CH:13][CH:14]=[C:15]([N:21]4[CH2:22][CH2:23][CH2:24][CH2:25]4)[CH:16]=2)[N:11]=3)[CH2:5][CH2:6]1, predict the reactants needed to synthesize it. (7) Given the product [CH2:14]([C@H:19]1[CH2:20][CH2:21][C@H:22]([C:25]2[CH:26]=[CH:27][C:28]([O:31][CH2:11][CH2:12][CH2:7][CH2:8][CH2:9][CH2:10][O:13][C:10](=[O:13])[CH:9]=[CH2:8])=[CH:29][CH:30]=2)[CH2:23][CH2:24]1)[CH2:15][CH2:16][CH2:17][CH3:18], predict the reactants needed to synthesize it. The reactants are: C1([C:7]2[CH:12]=[CH:11][C:10]([OH:13])=[CH:9][CH:8]=2)C=CC=CC=1.[CH2:14]([CH:19]1[CH2:24][CH2:23][CH:22]([C:25]2[CH:30]=[CH:29][C:28]([OH:31])=[CH:27][CH:26]=2)[CH2:21][CH2:20]1)[CH2:15][CH2:16][CH2:17][CH3:18]. (8) Given the product [Br:6][CH2:7][CH2:8][CH2:9][CH2:16][C:15]1[CH:18]=[CH:5][C:1]2[CH2:20][CH2:3][C:2]=2[CH:17]=1, predict the reactants needed to synthesize it. The reactants are: [CH2:1]1[CH2:5]O[CH2:3][CH2:2]1.[Br:6][C:7]1C=CC2CC[C:9]=2[CH:8]=1.[C:15]([Li])([CH3:18])([CH3:17])[CH3:16].[CH3:20]C(C)=O.C(=O)=O.